Dataset: NCI-60 drug combinations with 297,098 pairs across 59 cell lines. Task: Regression. Given two drug SMILES strings and cell line genomic features, predict the synergy score measuring deviation from expected non-interaction effect. Drug 1: CC1C(C(CC(O1)OC2CC(CC3=C2C(=C4C(=C3O)C(=O)C5=C(C4=O)C(=CC=C5)OC)O)(C(=O)CO)O)N)O.Cl. Drug 2: C(CC(=O)O)C(=O)CN.Cl. Cell line: CAKI-1. Synergy scores: CSS=17.5, Synergy_ZIP=-0.619, Synergy_Bliss=0.382, Synergy_Loewe=-6.02, Synergy_HSA=-4.06.